From a dataset of Catalyst prediction with 721,799 reactions and 888 catalyst types from USPTO. Predict which catalyst facilitates the given reaction. (1) Reactant: N[C:2]1[CH:13]=[CH:12][C:11](Br)=[CH:10][C:3]=1[C:4]([N:6]([O:8][CH3:9])[CH3:7])=[O:5].[Cl:15][C:16]1[CH:17]=[C:18](B(O)O)[CH:19]=[CH:20][CH:21]=1.C(=O)([O-])[O-].[Na+].[Na+]. Product: [Cl:15][C:16]1[CH:21]=[C:20]([C:11]2[CH:12]=[CH:13][CH:2]=[C:3]([CH:10]=2)[C:4]([N:6]([O:8][CH3:9])[CH3:7])=[O:5])[CH:19]=[CH:18][CH:17]=1. The catalyst class is: 108. (2) Reactant: N#N.[C:3]([O:7][C:8](=[O:22])[NH:9][C:10]1[N:11]=[C:12]([CH2:15][CH2:16][CH2:17][CH2:18][C:19](=[O:21])[CH3:20])[O:13][CH:14]=1)([CH3:6])([CH3:5])[CH3:4].[H-].[Na+].[F:25][C:26]1[CH:27]=[C:28]([C:32]2[S:36][CH:35]=[N:34][C:33]=2[C:37](Cl)=[O:38])[CH:29]=[CH:30][CH:31]=1. Product: [C:3]([O:7][C:8](=[O:22])[N:9]([C:37]([C:33]1[N:34]=[CH:35][S:36][C:32]=1[C:28]1[CH:29]=[CH:30][CH:31]=[C:26]([F:25])[CH:27]=1)=[O:38])[C:10]1[N:11]=[C:12]([CH2:15][CH2:16][CH2:17][CH2:18][C:19](=[O:21])[CH3:20])[O:13][CH:14]=1)([CH3:6])([CH3:4])[CH3:5]. The catalyst class is: 20. (3) Reactant: FC(F)(F)C([NH:5][CH2:6][C:7]1[CH:12]=[CH:11][C:10]([F:13])=[C:9]([CH:14]2[CH2:19][CH2:18][N:17]([C:20]([C:22]3[C:30]4[C:25](=[C:26]([CH3:32])[C:27]([F:31])=[CH:28][CH:29]=4)[N:24]([CH2:33][CH2:34][O:35][CH3:36])[CH:23]=3)=[O:21])[CH2:16][CH2:15]2)[CH:8]=1)=O.C(=O)([O-])[O-].[K+].[K+].[ClH:45].O1CCOCC1. Product: [ClH:45].[NH2:5][CH2:6][C:7]1[CH:12]=[CH:11][C:10]([F:13])=[C:9]([CH:14]2[CH2:15][CH2:16][N:17]([C:20]([C:22]3[C:30]4[C:25](=[C:26]([CH3:32])[C:27]([F:31])=[CH:28][CH:29]=4)[N:24]([CH2:33][CH2:34][O:35][CH3:36])[CH:23]=3)=[O:21])[CH2:18][CH2:19]2)[CH:8]=1. The catalyst class is: 24. (4) Reactant: [CH3:1][O:2][C:3](=[O:21])[C:4]([CH3:20])([CH3:19])[CH2:5][C:6]1[O:10][N:9]=[C:8]([C:11]2[S:12][CH:13]=[C:14]([C:16]([OH:18])=O)[N:15]=2)[N:7]=1.CN(C(ON1N=NC2C=CC=NC1=2)=[N+](C)C)C.F[P-](F)(F)(F)(F)F.CCN(C(C)C)C(C)C.Cl.[CH3:56][C@H:57]1[CH2:62][CH2:61][CH2:60][CH2:59][NH:58]1. Product: [CH3:19][C:4]([CH3:20])([CH2:5][C:6]1[O:10][N:9]=[C:8]([C:11]2[S:12][CH:13]=[C:14]([C:16]([N:58]3[CH2:59][CH2:60][CH2:61][CH2:62][C@@H:57]3[CH3:56])=[O:18])[N:15]=2)[N:7]=1)[C:3]([O:2][CH3:1])=[O:21]. The catalyst class is: 34. (5) Reactant: [F:1][C:2]1[CH:26]=[C:25]([O:27][C:28]([F:31])([F:30])[F:29])[CH:24]=[CH:23][C:3]=1[CH2:4][NH:5][C:6]1[CH:11]=[C:10]([O:12][CH2:13][C:14]2[CH:18]=[CH:17][N:16]([CH3:19])[N:15]=2)[CH:9]=[CH:8][C:7]=1[N+:20]([O-])=O.N#N. Product: [F:1][C:2]1[CH:26]=[C:25]([O:27][C:28]([F:30])([F:29])[F:31])[CH:24]=[CH:23][C:3]=1[CH2:4][NH:5][C:6]1[C:7]([NH2:20])=[CH:8][CH:9]=[C:10]([O:12][CH2:13][C:14]2[CH:18]=[CH:17][N:16]([CH3:19])[N:15]=2)[CH:11]=1. The catalyst class is: 612.